This data is from Reaction yield outcomes from USPTO patents with 853,638 reactions. The task is: Predict the reaction yield, written as a fraction of the theoretical maximum amount of product (1.0 means a 100% yield; for example, 0.34 means a 34% yield). (1) The reactants are [OH:1][C:2]1[CH:3]=[C:4]([CH:9]=[CH:10][C:11]=1[CH3:12])[C:5]([O:7][CH3:8])=[O:6].[CH3:13][S:14](Cl)(=[O:16])=[O:15]. The catalyst is N1C=CC=CC=1. The product is [CH3:12][C:11]1[CH:10]=[CH:9][C:4]([C:5]([O:7][CH3:8])=[O:6])=[CH:3][C:2]=1[O:1][S:14]([CH3:13])(=[O:16])=[O:15]. The yield is 0.930. (2) The reactants are [CH2:1]([C:5]1[CH:12]=[CH:11][C:8]([CH:9]=O)=[CH:7][CH:6]=1)[CH:2]([CH3:4])[CH3:3].[NH2:13][C:14]1[N:15]=[N:16][C:17]([CH3:20])=[CH:18][CH:19]=1.C(O[C:24](=[O:39])[C:25]([OH:38])=[CH:26][C:27]([C:29]1[CH:34]=[CH:33][C:32]([CH:35]([CH3:37])[CH3:36])=[CH:31][CH:30]=1)=[O:28])C. No catalyst specified. The product is [OH:38][C:25]1[C:24](=[O:39])[N:13]([C:14]2[N:15]=[N:16][C:17]([CH3:20])=[CH:18][CH:19]=2)[CH:9]([C:8]2[CH:11]=[CH:12][C:5]([CH2:1][CH:2]([CH3:4])[CH3:3])=[CH:6][CH:7]=2)[C:26]=1[C:27](=[O:28])[C:29]1[CH:30]=[CH:31][C:32]([CH:35]([CH3:36])[CH3:37])=[CH:33][CH:34]=1. The yield is 0.140. (3) No catalyst specified. The yield is 0.900. The reactants are [N+](C1C=CC(O[C:11](=[O:38])[O:12][CH2:13][C:14]2[N:15](CC3C=CN=CC=3)[C:16]([S:22][C:23]3[CH:28]=[C:27]([Cl:29])[CH:26]=[C:25]([Cl:30])[CH:24]=3)=[C:17]([CH:19]([CH3:21])[CH3:20])[N:18]=2)=CC=1)([O-])=O.[CH2:39]([O:41][P:42]([CH2:47][CH2:48][NH2:49])(=[O:46])[O:43][CH2:44][CH3:45])[CH3:40].C([N:53]([CH:56]([CH3:58])C)[CH2:54][CH3:55])(C)C.[CH3:59][C:60]#N. The product is [CH2:44]([O:43][P:42]([CH2:47][CH2:48][NH:49][C:11]([O:12][CH:13]([C:14]1[NH:15][C:16]([S:22][C:23]2[CH:24]=[C:25]([Cl:30])[CH:26]=[C:27]([Cl:29])[CH:28]=2)=[C:17]([CH:19]([CH3:20])[CH3:21])[N:18]=1)[CH2:59][C:60]1[CH:55]=[CH:54][N:53]=[CH:56][CH:58]=1)=[O:38])(=[O:46])[O:41][CH2:39][CH3:40])[CH3:45]. (4) The reactants are C(NC(C)C)(C)C.C([Li])CCC.[CH3:13][C@@H:14]1[C@H:18]([C:19]2[CH:24]=[CH:23][CH:22]=[CH:21][CH:20]=2)[O:17][C:16](=[O:25])[N:15]1[C:26](=[O:35])[CH2:27][CH2:28][C@H:29]([CH3:34])[CH2:30][CH2:31][CH2:32][CH3:33].Br[CH2:37][C:38]([O:40][C:41]([CH3:44])([CH3:43])[CH3:42])=[O:39]. The catalyst is C1COCC1. The product is [C:41]([O:40][C:38](=[O:39])[CH2:37][C@@H:27]([C:26]([N:15]1[C@H:14]([CH3:13])[C@H:18]([C:19]2[CH:24]=[CH:23][CH:22]=[CH:21][CH:20]=2)[O:17][C:16]1=[O:25])=[O:35])[CH2:28][C@H:29]([CH3:34])[CH2:30][CH2:31][CH2:32][CH3:33])([CH3:44])([CH3:43])[CH3:42]. The yield is 0.610. (5) The catalyst is CO.[OH-].[OH-].[Pd+2]. The reactants are [C:1]([O:5][C:6]([NH:8][CH2:9][CH:10]1[CH2:13][N:12](C(C2C=CC=CC=2)C2C=CC=CC=2)[CH2:11]1)=[O:7])([CH3:4])([CH3:3])[CH3:2]. The yield is 0.670. The product is [C:1]([O:5][C:6]([NH:8][CH2:9][CH:10]1[CH2:11][NH:12][CH2:13]1)=[O:7])([CH3:4])([CH3:2])[CH3:3].